Dataset: NCI-60 drug combinations with 297,098 pairs across 59 cell lines. Task: Regression. Given two drug SMILES strings and cell line genomic features, predict the synergy score measuring deviation from expected non-interaction effect. Drug 1: C1=CC(=C2C(=C1NCCNCCO)C(=O)C3=C(C=CC(=C3C2=O)O)O)NCCNCCO. Drug 2: CN(CCCl)CCCl.Cl. Cell line: K-562. Synergy scores: CSS=59.3, Synergy_ZIP=6.77, Synergy_Bliss=7.13, Synergy_Loewe=-3.91, Synergy_HSA=9.05.